Dataset: Forward reaction prediction with 1.9M reactions from USPTO patents (1976-2016). Task: Predict the product of the given reaction. (1) The product is: [CH3:21][C:22]([OH:23])([CH3:25])[CH2:24][N:12]1[CH:13]=[C:9]([B:4]2[O:5][C:6]([CH3:7])([CH3:8])[C:2]([CH3:14])([CH3:1])[O:3]2)[CH:10]=[N:11]1. Given the reactants [CH3:1][C:2]1([CH3:14])[C:6]([CH3:8])([CH3:7])[O:5][B:4]([C:9]2[CH:10]=[N:11][NH:12][CH:13]=2)[O:3]1.C(=O)([O-])[O-].[Cs+].[Cs+].[CH3:21][C:22]1([CH3:25])[CH2:24][O:23]1, predict the reaction product. (2) Given the reactants [H-].[Na+].[CH2:3]([O:5][C:6]([C:8]1([C:11]2[CH:16]=[CH:15][C:14]([C:17]3[CH:22]=[CH:21][C:20]([C:23]4[O:27][N:26]=[C:25]([CH3:28])[C:24]=4[CH2:29]Br)=[CH:19][CH:18]=3)=[CH:13][CH:12]=2)[CH2:10][CH2:9]1)=[O:7])[CH3:4].[C:31]1([CH2:37][CH2:38][SH:39])[CH:36]=[CH:35][CH:34]=[CH:33][CH:32]=1, predict the reaction product. The product is: [CH2:3]([O:5][C:6]([C:8]1([C:11]2[CH:16]=[CH:15][C:14]([C:17]3[CH:22]=[CH:21][C:20]([C:23]4[O:27][N:26]=[C:25]([CH3:28])[C:24]=4[CH2:29][S:39][CH2:38][CH2:37][C:31]4[CH:36]=[CH:35][CH:34]=[CH:33][CH:32]=4)=[CH:19][CH:18]=3)=[CH:13][CH:12]=2)[CH2:10][CH2:9]1)=[O:7])[CH3:4]. (3) Given the reactants [CH2:1]([O:3][C:4]([C:6]1[CH:7]=[C:8]2[C:13](=[CH:14][CH:15]=1)[NH:12][CH:11]([C:16]1[CH:21]=[CH:20][CH:19]=[C:18]([NH2:22])[CH:17]=1)[C:10]([CH3:24])([CH3:23])[CH2:9]2)=[O:5])[CH3:2].N1C=CC=CC=1.[N:31]1([C:37](Cl)=[O:38])[CH2:36][CH2:35][CH2:34][CH2:33][CH2:32]1, predict the reaction product. The product is: [CH2:1]([O:3][C:4]([C:6]1[CH:7]=[C:8]2[C:13](=[CH:14][CH:15]=1)[NH:12][CH:11]([C:16]1[CH:21]=[CH:20][CH:19]=[C:18]([NH:22][C:37]([N:31]3[CH2:36][CH2:35][CH2:34][CH2:33][CH2:32]3)=[O:38])[CH:17]=1)[C:10]([CH3:23])([CH3:24])[CH2:9]2)=[O:5])[CH3:2]. (4) The product is: [CH2:3]([NH:10][C:11](=[O:33])[N:12]([C:14]1[CH:15]=[C:16]([C:20]2[CH:25]=[CH:24][C:23]([CH:26]=[CH:27][C:28]([OH:30])=[O:29])=[CH:22][CH:21]=2)[CH:17]=[CH:18][CH:19]=1)[CH3:13])[CH2:4][CH2:5][CH2:6][CH2:7][CH2:8][CH3:9]. Given the reactants [OH-].[Na+].[CH2:3]([NH:10][C:11](=[O:33])[N:12]([C:14]1[CH:15]=[C:16]([C:20]2[CH:25]=[CH:24][C:23]([CH:26]=[CH:27][C:28]([O:30]CC)=[O:29])=[CH:22][CH:21]=2)[CH:17]=[CH:18][CH:19]=1)[CH3:13])[CH2:4][CH2:5][CH2:6][CH2:7][CH2:8][CH3:9].O1CCCC1.CO.O, predict the reaction product. (5) Given the reactants [OH:1][C@H:2]([C:8]1[CH:13]=[CH:12][CH:11]=[CH:10][CH:9]=1)[C:3]([O:5][CH2:6][CH3:7])=[O:4].[CH3:14][C:15](OC(OC(O[C:15]([CH3:17])([CH3:16])[CH3:14])=O)=O)([CH3:17])[CH3:16], predict the reaction product. The product is: [C:15]([O:1][C@H:2]([C:8]1[CH:13]=[CH:12][CH:11]=[CH:10][CH:9]=1)[C:3]([O:5][CH2:6][CH3:7])=[O:4])([CH3:17])([CH3:16])[CH3:14]. (6) Given the reactants Cl.[Cl:2][C:3]1[CH:4]=[N+:5]([O-:35])[CH:6]=[C:7]([Cl:34])[C:8]=1[CH2:9][C@@H:10]([C:19]1[CH:24]=[CH:23][C:22]([O:25][CH:26]([F:28])[F:27])=[C:21]([O:29][CH2:30][CH:31]2[CH2:33][CH2:32]2)[CH:20]=1)[O:11][C:12]([C@H:14]1[NH:18][CH2:17][CH2:16][S:15]1)=[O:13].[CH:36]1([CH:39]=O)[CH2:38][CH2:37]1.C([BH3-])#N.[Na+], predict the reaction product. The product is: [Cl:2][C:3]1[CH:4]=[N+:5]([O-:35])[CH:6]=[C:7]([Cl:34])[C:8]=1[CH2:9][C@@H:10]([C:19]1[CH:24]=[CH:23][C:22]([O:25][CH:26]([F:28])[F:27])=[C:21]([O:29][CH2:30][CH:31]2[CH2:33][CH2:32]2)[CH:20]=1)[O:11][C:12]([C@H:14]1[N:18]([CH2:39][CH:36]2[CH2:38][CH2:37]2)[CH2:17][CH2:16][S:15]1)=[O:13]. (7) Given the reactants [N+:1]([C:4]1[CH:5]=[CH:6][C:7]2[O:12][CH2:11][CH:10]([CH2:13][OH:14])[O:9][C:8]=2[CH:15]=1)([O-:3])=[O:2].ClC1C=CC(O[CH2:22][C:23]#[N:24])=CC=1.CC(C)([O-])C.[K+].Cl, predict the reaction product. The product is: [OH:14][CH2:13][CH:10]1[CH2:11][O:12][C:7]2[CH:6]=[CH:5][C:4]([N+:1]([O-:3])=[O:2])=[C:15]([CH2:22][C:23]#[N:24])[C:8]=2[O:9]1. (8) Given the reactants [NH:1]1[CH2:6][CH2:5][CH:4]([CH2:7][O:8][C:9]2[CH:18]=[CH:17][CH:16]=[C:15]3[C:10]=2[C:11]([NH2:20])=[N:12][C:13]([NH2:19])=[N:14]3)[CH2:3][CH2:2]1.[F:21][C:22]1[C:30]([F:31])=[CH:29][CH:28]=[CH:27][C:23]=1[C:24](Cl)=[O:25], predict the reaction product. The product is: [NH2:19][C:13]1[N:12]=[C:11]([NH2:20])[C:10]2[C:15](=[CH:16][CH:17]=[CH:18][C:9]=2[O:8][CH2:7][CH:4]2[CH2:5][CH2:6][N:1]([C:24]([C:23]3[CH:27]=[CH:28][CH:29]=[C:30]([F:31])[C:22]=3[F:21])=[O:25])[CH2:2][CH2:3]2)[N:14]=1. (9) Given the reactants [Br:1][C:2]1[CH:7]=[CH:6][C:5]([S:8](Cl)(=[O:10])=[O:9])=[CH:4][CH:3]=1.C(O)(=O)C(O)=O.[CH2:18]1[C:21]2([CH2:24][NH:23][CH2:22]2)[CH2:20][O:19]1.[CH2:18]1[C:21]2([CH2:24][NH:23][CH2:22]2)[CH2:20][O:19]1.CCN(C(C)C)C(C)C.Cl, predict the reaction product. The product is: [Br:1][C:2]1[CH:7]=[CH:6][C:5]([S:8]([N:23]2[CH2:24][C:21]3([CH2:18][O:19][CH2:20]3)[CH2:22]2)(=[O:10])=[O:9])=[CH:4][CH:3]=1.